This data is from Full USPTO retrosynthesis dataset with 1.9M reactions from patents (1976-2016). The task is: Predict the reactants needed to synthesize the given product. (1) The reactants are: I[C:2]1[CH:3]=[N:4][NH:5][CH:6]=1.C([Li])CCC.[N:12]1[CH:17]=[CH:16][CH:15]=[CH:14][C:13]=1[C:18](OCC)=[O:19]. Given the product [NH:4]1[CH:3]=[C:2]([C:18]([C:13]2[CH:14]=[CH:15][CH:16]=[CH:17][N:12]=2)=[O:19])[CH:6]=[N:5]1, predict the reactants needed to synthesize it. (2) Given the product [C:17]([C:19]1[CH:24]=[CH:23][C:22]([C:2]2[C:7]([O:12][CH2:13][CH:14]3[CH2:16][CH2:15]3)=[N:6][CH:5]=[C:4]([CH:3]=2)[C:9]([NH:29][CH2:30][CH:31]2[CH2:36][CH2:35][CH2:34][CH2:33][CH:32]2[OH:37])=[O:11])=[CH:21][CH:20]=1)#[N:18], predict the reactants needed to synthesize it. The reactants are: Br[C:2]1[CH:3]=[C:4]([C:9]([OH:11])=O)[CH:5]=[N:6][C:7]=1Cl.[OH:12][CH2:13][CH:14]1[CH2:16][CH2:15]1.[C:17]([C:19]1[CH:24]=[CH:23][C:22](B(O)O)=[CH:21][CH:20]=1)#[N:18].Cl.[NH2:29][CH2:30][C@H:31]1[CH2:36][CH2:35][CH2:34][CH2:33][C@H:32]1[OH:37].